This data is from Full USPTO retrosynthesis dataset with 1.9M reactions from patents (1976-2016). The task is: Predict the reactants needed to synthesize the given product. (1) Given the product [C:1]([O:5][C:6]([N:8]1[CH2:9][CH2:10][CH:11]([C:14]2[CH:19]=[CH:18][C:17]([B:20]3[O:21][C:22]([CH3:28])([CH3:27])[C:23]([CH3:26])([CH3:25])[O:24]3)=[CH:16][C:15]=2[NH2:29])[CH2:12][CH2:13]1)=[O:7])([CH3:4])([CH3:2])[CH3:3], predict the reactants needed to synthesize it. The reactants are: [C:1]([O:5][C:6]([N:8]1[CH2:13][CH2:12][C:11]([C:14]2[CH:19]=[CH:18][C:17]([B:20]3[O:24][C:23]([CH3:26])([CH3:25])[C:22]([CH3:28])([CH3:27])[O:21]3)=[CH:16][C:15]=2[NH2:29])=[CH:10][CH2:9]1)=[O:7])([CH3:4])([CH3:3])[CH3:2]. (2) Given the product [F:1][C:28]1[CH:45]=[CH:44][C:31]([CH2:32][O:33][CH:34]2[CH2:37][N:36]([C:38]([NH:40][CH2:41][CH:42]=[CH2:43])=[O:39])[CH2:35]2)=[CH:30][CH:29]=1, predict the reactants needed to synthesize it. The reactants are: [F:1]C1C=CC(COC2CN(C(C3C=CC=CC=3)C3C=CC=CC=3)C2)=CC=1.Cl[C:28]1[CH:45]=[CH:44][C:31]([CH2:32][O:33][CH:34]2[CH2:37][N:36]([C:38]([NH:40][CH2:41][CH:42]=[CH2:43])=[O:39])[CH2:35]2)=[CH:30][CH:29]=1. (3) Given the product [F:1][C:2]1[CH:7]=[CH:6][C:5]([F:8])=[CH:4][C:3]=1[C:9]([CH3:20])([CH3:19])[CH2:10][C:11]([C:14]([F:17])([F:16])[F:15])([OH:18])[CH:12]=[N:30][C:25]1[CH:26]=[CH:27][CH:28]=[C:29]2[C:24]=1[CH:23]=[N:22][NH:21]2, predict the reactants needed to synthesize it. The reactants are: [F:1][C:2]1[CH:7]=[CH:6][C:5]([F:8])=[CH:4][C:3]=1[C:9]([CH3:20])([CH3:19])[CH2:10][C:11]([OH:18])([C:14]([F:17])([F:16])[F:15])[CH:12]=O.[NH:21]1[C:29]2[C:24](=[C:25]([NH2:30])[CH:26]=[CH:27][CH:28]=2)[CH:23]=[N:22]1. (4) Given the product [Br:8][C:9]1[CH:10]=[C:11]([Cl:16])[C:12]([O:4][CH2:3][CH:2]([CH3:5])[CH3:1])=[N:13][CH:14]=1, predict the reactants needed to synthesize it. The reactants are: [CH3:1][CH:2]([CH3:5])[CH2:3][OH:4].[H-].[Na+].[Br:8][C:9]1[CH:10]=[C:11]([Cl:16])[C:12](Cl)=[N:13][CH:14]=1. (5) Given the product [O:1]1[CH:5]=[CH:4][N:3]=[C:2]1[C:6]1[CH:11]=[CH:10][C:9]([O:12][C:20]2[CH:27]=[CH:26][C:23]([CH:24]=[O:25])=[CH:22][CH:21]=2)=[CH:8][CH:7]=1, predict the reactants needed to synthesize it. The reactants are: [O:1]1[CH:5]=[CH:4][N:3]=[C:2]1[C:6]1[CH:11]=[CH:10][C:9]([OH:12])=[CH:8][CH:7]=1.C([O-])([O-])=O.[K+].[K+].F[C:20]1[CH:27]=[CH:26][C:23]([CH:24]=[O:25])=[CH:22][CH:21]=1.C([O-])(O)=O.[Na+]. (6) Given the product [Cl:25][C@@H:26]1[CH2:30][N:29]([C:22]([O:21][CH2:20][CH:18]2[C:19]3[CH:7]=[CH:8][CH:9]=[CH:10][C:11]=3[C:16]3[C:17]2=[CH:12][CH:13]=[CH:14][CH:15]=3)=[O:23])[C@@H:28]2[C@@H:31]([OH:34])[CH2:32][O:33][C@H:27]12, predict the reactants needed to synthesize it. The reactants are: C(=O)([O-])[O-].[Na+].[Na+].[CH:7]1[C:19]2[CH:18]([CH2:20][O:21][C:22](Cl)=[O:23])[C:17]3[C:12](=[CH:13][CH:14]=[CH:15][CH:16]=3)[C:11]=2[CH:10]=[CH:9][CH:8]=1.[Cl:25][C@@H:26]1[CH2:30][NH:29][C@@H:28]2[C@@H:31]([OH:34])[CH2:32][O:33][C@H:27]12. (7) Given the product [F:25][C:26]1[CH:31]=[CH:30][CH:29]=[CH:28][C:27]=1[C:32]1[CH:37]=[N:36][C:35]([N:38]2[C:46]3[C:41](=[CH:42][CH:43]=[C:44]([C:47]([N:6]4[CH2:5][CH2:7][CH2:8][CH2:9]4)=[O:49])[CH:45]=3)[C:40]([S:50]([CH3:52])=[O:51])=[CH:39]2)=[N:34][CH:33]=1, predict the reactants needed to synthesize it. The reactants are: OC1SC2C=[CH:9][CH:8]=[CH:7][C:5]=2[N:6]=1.C(N(C(C)C)CC)(C)C.N1CCCC1.[F:25][C:26]1[CH:31]=[CH:30][CH:29]=[CH:28][C:27]=1[C:32]1[CH:33]=[N:34][C:35]([N:38]2[C:46]3[C:41](=[CH:42][CH:43]=[C:44]([C:47]([OH:49])=O)[CH:45]=3)[C:40]([S:50]([CH3:52])=[O:51])=[CH:39]2)=[N:36][CH:37]=1. (8) Given the product [CH2:1]([O:3][C:4]([C:6]1[C:10]2[CH2:11][CH2:12][CH2:13][CH2:14][C:9]=2[S:8][C:7]=1[NH:15][C:27](=[O:28])[C:26]1[CH:30]=[CH:31][CH:32]=[C:24]([CH2:35][Cl:37])[CH:25]=1)=[O:5])[CH3:2], predict the reactants needed to synthesize it. The reactants are: [CH2:1]([O:3][C:4]([C:6]1[C:10]2[CH2:11][CH2:12][CH2:13][CH2:14][C:9]=2[S:8][C:7]=1[NH2:15])=[O:5])[CH3:2].N1C=CC=CC=1.CO[C:24]1[CH:25]=[C:26]([CH:30]=[CH:31][C:32]=1OC)[C:27](Cl)=[O:28].[CH2:35]([Cl:37])Cl. (9) Given the product [NH2:19][C:18]1[C:13]([C:10](=[N:11][OH:12])[NH:9][C:5]2[CH:6]=[CH:7][CH:8]=[C:3]([C:2]([F:1])([F:30])[F:29])[CH:4]=2)=[N:14][CH:15]=[CH:16][N:17]=1, predict the reactants needed to synthesize it. The reactants are: [F:1][C:2]([F:30])([F:29])[C:3]1[CH:4]=[C:5]([NH:9][C:10]([C:13]2[C:18]([NH:19]CC3C=CC(OC)=CC=3)=[N:17][CH:16]=[CH:15][N:14]=2)=[N:11][OH:12])[CH:6]=[CH:7][CH:8]=1.